From a dataset of Forward reaction prediction with 1.9M reactions from USPTO patents (1976-2016). Predict the product of the given reaction. (1) Given the reactants [NH2:1][CH2:2][CH2:3][O:4][C:5]1[CH:10]=[C:9]([CH2:11][OH:12])[N:8]=[C:7]([CH2:13][OH:14])[CH:6]=1.[C:15](OC(NCCOC1C=C(CO)N=C(CO)C=1)=O)([CH3:18])([CH3:17])[CH3:16].[CH3:36][S:37][S:38]C(C)(C)C=O.C([BH3-])#N.[Na+].[OH-].[Na+], predict the reaction product. The product is: [CH3:16][CH:15]([CH3:18])[CH2:17][N:1]([S:38][S:37][CH3:36])[CH2:2][CH2:3][O:4][C:5]1[CH:6]=[C:7]([CH2:13][OH:14])[N:8]=[C:9]([CH2:11][OH:12])[CH:10]=1. (2) Given the reactants [Br:1][C:2]1[CH:3]=[C:4]([CH2:10][C:11]([OH:13])=[O:12])[CH:5]=[CH:6][C:7]=1[O:8]C.Br, predict the reaction product. The product is: [Br:1][C:2]1[CH:3]=[C:4]([CH2:10][C:11]([OH:13])=[O:12])[CH:5]=[CH:6][C:7]=1[OH:8]. (3) The product is: [Cl:34][C:20]1[C:21]([NH:23][C:24]2[CH:33]=[CH:32][CH:31]=[CH:30][C:25]=2[C:26]([NH:28][CH3:29])=[O:27])=[N:22][C:17]([NH:1][C:2]2[CH:3]=[CH:4][C:5]3[CH2:11][CH2:10][C:9](=[O:12])[CH2:8][CH2:7][C:6]=3[C:13]=2[O:14][CH3:15])=[N:18][CH:19]=1. Given the reactants [NH2:1][C:2]1[CH:3]=[CH:4][C:5]2[CH2:11][CH2:10][C:9](=[O:12])[CH2:8][CH2:7][C:6]=2[C:13]=1[O:14][CH3:15].Cl[C:17]1[N:22]=[C:21]([NH:23][C:24]2[CH:33]=[CH:32][CH:31]=[CH:30][C:25]=2[C:26]([NH:28][CH3:29])=[O:27])[C:20]([Cl:34])=[CH:19][N:18]=1, predict the reaction product. (4) The product is: [Br:1][C:2]1[CH:3]=[C:4]([NH:5][C:16](=[O:17])[O:18][CH3:19])[CH:6]=[CH:7][CH:8]=1. Given the reactants [Br:1][C:2]1[CH:3]=[C:4]([CH:6]=[CH:7][CH:8]=1)[NH2:5].N1C=CC=CC=1.Cl[C:16]([O:18][CH3:19])=[O:17], predict the reaction product. (5) Given the reactants Cl[C:2]1[CH:11]=[CH:10][C:9]2[C:4](=[CH:5][CH:6]=[CH:7][CH:8]=2)[N:3]=1.[F:12][C:13]1[CH:18]=[CH:17][CH:16]=[CH:15][C:14]=1B(O)O.C([O-])([O-])=O.[K+].[K+], predict the reaction product. The product is: [F:12][C:13]1[CH:18]=[CH:17][CH:16]=[CH:15][C:14]=1[C:2]1[CH:11]=[CH:10][C:9]2[C:4](=[CH:5][CH:6]=[CH:7][CH:8]=2)[N:3]=1. (6) Given the reactants [O:1]1[CH2:6][CH2:5][N:4]([C:7]2[CH:14]=[CH:13][C:12]([Cl:15])=[CH:11][C:8]=2[C:9]#[N:10])[C:3]2[CH:16]=[CH:17][CH:18]=[CH:19][C:2]1=2.[Cl:20][S:21](O)(=[O:23])=[O:22], predict the reaction product. The product is: [Cl:15][C:12]1[CH:13]=[CH:14][C:7]([N:4]2[CH2:5][CH2:6][O:1][C:2]3[CH:19]=[C:18]([S:21]([Cl:20])(=[O:23])=[O:22])[CH:17]=[CH:16][C:3]2=3)=[C:8]([C:9]#[N:10])[CH:11]=1. (7) Given the reactants [OH:1][C:2]([C:5]1[N:6]=[C:7]([CH2:15][CH2:16][CH3:17])[NH:8][C:9]=1[C:10]([O:12][CH2:13][CH3:14])=[O:11])([CH3:4])[CH3:3].[O-]CC.[Na+].Br[CH2:23][C:24]1[CH:29]=[CH:28][C:27]([C:30]2[C:31]([C:36]#[N:37])=[CH:32][CH:33]=[CH:34][CH:35]=2)=[CH:26][CH:25]=1.[Cl-].[Na+], predict the reaction product. The product is: [C:36]([C:31]1[CH:32]=[CH:33][CH:34]=[CH:35][C:30]=1[C:27]1[CH:26]=[CH:25][C:24]([CH2:23][N:8]2[C:9]([C:10]([O:12][CH2:13][CH3:14])=[O:11])=[C:5]([C:2]([OH:1])([CH3:4])[CH3:3])[N:6]=[C:7]2[CH2:15][CH2:16][CH3:17])=[CH:29][CH:28]=1)#[N:37].